This data is from Forward reaction prediction with 1.9M reactions from USPTO patents (1976-2016). The task is: Predict the product of the given reaction. (1) Given the reactants [CH3:1][C:2]1[C:6]2[CH2:7][N:8]([C:11]([O:13][C:14]([CH3:17])([CH3:16])[CH3:15])=[O:12])[CH2:9][CH2:10][C:5]=2[NH:4][N:3]=1.[C:18]([O-])([O-])=O.[K+].[K+].IC, predict the reaction product. The product is: [C:14]([O:13][C:11]([N:8]1[CH2:9][CH2:10][C:5]2[N:4]([CH3:18])[N:3]=[C:2]([CH3:1])[C:6]=2[CH2:7]1)=[O:12])([CH3:17])([CH3:16])[CH3:15].[CH3:18][N:3]1[C:2]([CH3:1])=[C:6]2[CH2:7][N:8]([C:11]([O:13][C:14]([CH3:17])([CH3:16])[CH3:15])=[O:12])[CH2:9][CH2:10][C:5]2=[N:4]1. (2) Given the reactants Br[C:2]1[CH:3]=[CH:4][C:5]2[N:6]([C:8]([C:12]3[S:13][C:14]([C:23]4[N:27]=[CH:26][N:25]([CH:28]5[CH2:33][CH2:32][CH2:31][CH2:30][O:29]5)[N:24]=4)=[C:15]([C:17]4[CH:22]=[CH:21][CH:20]=[CH:19][CH:18]=4)[N:16]=3)=[C:9]([CH3:11])[N:10]=2)[CH:7]=1.[CH:34]([B-](F)(F)F)=[CH2:35].[K+].C(=O)([O-])[O-].[Cs+].[Cs+].CCOC(C)=O, predict the reaction product. The product is: [CH3:11][C:9]1[N:10]=[C:5]2[CH:4]=[CH:3][C:2]([CH:34]=[CH2:35])=[CH:7][N:6]2[C:8]=1[C:12]1[S:13][C:14]([C:23]2[N:27]=[CH:26][N:25]([CH:28]3[CH2:33][CH2:32][CH2:31][CH2:30][O:29]3)[N:24]=2)=[C:15]([C:17]2[CH:22]=[CH:21][CH:20]=[CH:19][CH:18]=2)[N:16]=1. (3) Given the reactants [Cl:1][C:2]1[CH:3]=[C:4]2[C:9](=[CH:10][C:11]=1[O:12][C:13]1[CH:21]=[CH:20][C:16]([C:17](O)=[O:18])=[CH:15][CH:14]=1)[O:8][CH2:7][CH2:6][CH:5]2[C:22]([O:24][CH2:25][CH3:26])=[O:23].C(Cl)(=O)C(Cl)=O.[Br:33][C:34]1[CH:35]=[C:36]([CH:38]=[CH:39][C:40]=1[F:41])[NH2:37].C(N(CC)CC)C, predict the reaction product. The product is: [Br:33][C:34]1[CH:35]=[C:36]([NH:37][C:17]([C:16]2[CH:20]=[CH:21][C:13]([O:12][C:11]3[CH:10]=[C:9]4[C:4]([CH:5]([C:22]([O:24][CH2:25][CH3:26])=[O:23])[CH2:6][CH2:7][O:8]4)=[CH:3][C:2]=3[Cl:1])=[CH:14][CH:15]=2)=[O:18])[CH:38]=[CH:39][C:40]=1[F:41]. (4) The product is: [C:33]([O:32][C:28]1[C:27]([CH3:36])=[C:26]([CH:31]=[CH:30][CH:29]=1)[C:24]([NH:8][C@@H:9]([CH2:15][C:16]1[CH:21]=[CH:20][CH:19]=[CH:18][CH:17]=1)[C@H:10]([OH:14])[C:11]([OH:13])=[O:12])=[O:25])(=[O:35])[CH3:34]. Given the reactants CCN(CC)CC.[NH2:8][C@@H:9]([CH2:15][C:16]1[CH:21]=[CH:20][CH:19]=[CH:18][CH:17]=1)[C@H:10]([OH:14])[C:11]([OH:13])=[O:12].Cl.Cl[C:24]([C:26]1[C:27]([CH3:36])=[C:28]([O:32][C:33](=[O:35])[CH3:34])[CH:29]=[CH:30][CH:31]=1)=[O:25].[Na+].[Cl-], predict the reaction product.